This data is from NCI-60 drug combinations with 297,098 pairs across 59 cell lines. The task is: Regression. Given two drug SMILES strings and cell line genomic features, predict the synergy score measuring deviation from expected non-interaction effect. (1) Synergy scores: CSS=10.0, Synergy_ZIP=-4.15, Synergy_Bliss=-0.432, Synergy_Loewe=-1.28, Synergy_HSA=0.378. Drug 2: CCN(CC)CCCC(C)NC1=C2C=C(C=CC2=NC3=C1C=CC(=C3)Cl)OC. Drug 1: C1CN1C2=NC(=NC(=N2)N3CC3)N4CC4. Cell line: RXF 393. (2) Drug 1: CC12CCC3C(C1CCC2=O)CC(=C)C4=CC(=O)C=CC34C. Drug 2: CCCCC(=O)OCC(=O)C1(CC(C2=C(C1)C(=C3C(=C2O)C(=O)C4=C(C3=O)C=CC=C4OC)O)OC5CC(C(C(O5)C)O)NC(=O)C(F)(F)F)O. Cell line: COLO 205. Synergy scores: CSS=42.2, Synergy_ZIP=2.41, Synergy_Bliss=1.48, Synergy_Loewe=0.635, Synergy_HSA=-0.355. (3) Drug 1: CN(C)C1=NC(=NC(=N1)N(C)C)N(C)C. Drug 2: C(CCl)NC(=O)N(CCCl)N=O. Cell line: NCIH23. Synergy scores: CSS=5.66, Synergy_ZIP=1.96, Synergy_Bliss=5.82, Synergy_Loewe=3.74, Synergy_HSA=4.09. (4) Drug 1: C1=NC2=C(N=C(N=C2N1C3C(C(C(O3)CO)O)O)F)N. Drug 2: CC1C(C(CC(O1)OC2CC(CC3=C2C(=C4C(=C3O)C(=O)C5=C(C4=O)C(=CC=C5)OC)O)(C(=O)CO)O)N)O.Cl. Cell line: SK-MEL-28. Synergy scores: CSS=15.1, Synergy_ZIP=-5.31, Synergy_Bliss=-0.137, Synergy_Loewe=-2.42, Synergy_HSA=0.0643. (5) Drug 1: CC1C(C(=O)NC(C(=O)N2CCCC2C(=O)N(CC(=O)N(C(C(=O)O1)C(C)C)C)C)C(C)C)NC(=O)C3=C4C(=C(C=C3)C)OC5=C(C(=O)C(=C(C5=N4)C(=O)NC6C(OC(=O)C(N(C(=O)CN(C(=O)C7CCCN7C(=O)C(NC6=O)C(C)C)C)C)C(C)C)C)N)C. Drug 2: CC1CCC2CC(C(=CC=CC=CC(CC(C(=O)C(C(C(=CC(C(=O)CC(OC(=O)C3CCCCN3C(=O)C(=O)C1(O2)O)C(C)CC4CCC(C(C4)OC)OCCO)C)C)O)OC)C)C)C)OC. Cell line: M14. Synergy scores: CSS=0.903, Synergy_ZIP=2.42, Synergy_Bliss=3.69, Synergy_Loewe=-1.23, Synergy_HSA=-0.0855. (6) Drug 1: CC(CN1CC(=O)NC(=O)C1)N2CC(=O)NC(=O)C2. Drug 2: CC(C)(C#N)C1=CC(=CC(=C1)CN2C=NC=N2)C(C)(C)C#N. Cell line: SK-OV-3. Synergy scores: CSS=3.48, Synergy_ZIP=-3.19, Synergy_Bliss=-3.27, Synergy_Loewe=-2.15, Synergy_HSA=-2.14. (7) Drug 2: N.N.Cl[Pt+2]Cl. Synergy scores: CSS=9.57, Synergy_ZIP=-6.75, Synergy_Bliss=-2.43, Synergy_Loewe=-9.91, Synergy_HSA=-4.59. Drug 1: C1=C(C(=O)NC(=O)N1)N(CCCl)CCCl. Cell line: NCI/ADR-RES. (8) Drug 1: CC1=C(C=C(C=C1)C(=O)NC2=CC(=CC(=C2)C(F)(F)F)N3C=C(N=C3)C)NC4=NC=CC(=N4)C5=CN=CC=C5. Drug 2: CC1C(C(CC(O1)OC2CC(CC3=C2C(=C4C(=C3O)C(=O)C5=C(C4=O)C(=CC=C5)OC)O)(C(=O)CO)O)N)O.Cl. Cell line: UACC-257. Synergy scores: CSS=38.7, Synergy_ZIP=1.13, Synergy_Bliss=3.27, Synergy_Loewe=-5.14, Synergy_HSA=4.32. (9) Drug 2: C(CC(=O)O)C(=O)CN.Cl. Cell line: NCI-H522. Synergy scores: CSS=4.41, Synergy_ZIP=-3.76, Synergy_Bliss=-2.42, Synergy_Loewe=-1.45, Synergy_HSA=-1.06. Drug 1: CN1C2=C(C=C(C=C2)N(CCCl)CCCl)N=C1CCCC(=O)O.Cl. (10) Drug 1: CCC1(CC2CC(C3=C(CCN(C2)C1)C4=CC=CC=C4N3)(C5=C(C=C6C(=C5)C78CCN9C7C(C=CC9)(C(C(C8N6C)(C(=O)OC)O)OC(=O)C)CC)OC)C(=O)OC)O.OS(=O)(=O)O. Drug 2: C1CN(CCN1C(=O)CCBr)C(=O)CCBr. Cell line: IGROV1. Synergy scores: CSS=7.85, Synergy_ZIP=-3.58, Synergy_Bliss=-1.94, Synergy_Loewe=-2.21, Synergy_HSA=-2.29.